This data is from CYP2C9 inhibition data for predicting drug metabolism from PubChem BioAssay. The task is: Regression/Classification. Given a drug SMILES string, predict its absorption, distribution, metabolism, or excretion properties. Task type varies by dataset: regression for continuous measurements (e.g., permeability, clearance, half-life) or binary classification for categorical outcomes (e.g., BBB penetration, CYP inhibition). Dataset: cyp2c9_veith. (1) The drug is CCCCN1CCCC[C@H]1C(=O)Nc1c(C)cccc1C. The result is 0 (non-inhibitor). (2) The compound is CCC[C@H]1C[C@H](C(=O)N[C@H]([C@H](C)Cl)[C@H]2O[C@@H](SC)[C@@H](O)[C@@H](O)[C@@H]2O)N(C)C1. The result is 0 (non-inhibitor). (3) The drug is COc1ccc(NC(=O)N2CCC3(CC2)CCN(C(=O)c2cccc(F)c2)CC3)cc1. The result is 0 (non-inhibitor).